Dataset: Peptide-MHC class I binding affinity with 185,985 pairs from IEDB/IMGT. Task: Regression. Given a peptide amino acid sequence and an MHC pseudo amino acid sequence, predict their binding affinity value. This is MHC class I binding data. (1) The binding affinity (normalized) is 0. The peptide sequence is HGAGGWRPGP. The MHC is Mamu-B03 with pseudo-sequence Mamu-B03. (2) The peptide sequence is FSLPFPFLYKFLL. The MHC is HLA-B54:01 with pseudo-sequence HLA-B54:01. The binding affinity (normalized) is 0.310. (3) The MHC is HLA-B08:01 with pseudo-sequence HLA-B08:01. The binding affinity (normalized) is 0.311. The peptide sequence is KYKLKHIVW.